Dataset: Catalyst prediction with 721,799 reactions and 888 catalyst types from USPTO. Task: Predict which catalyst facilitates the given reaction. Reactant: [NH2:1][C:2]1[N:7]=[C:6]([N:8]2[C@H:13]([CH3:14])[CH2:12][O:11][C@H:10]([CH2:15][NH:16][S:17]([CH3:20])(=[O:19])=[O:18])[CH2:9]2)[CH:5]=[C:4]([C:21]2[CH:26]=[CH:25][C:24]([C:27]#[N:28])=[C:23](F)[CH:22]=2)[N:3]=1.O.[NH2:31][NH2:32]. Product: [NH2:1][C:2]1[N:7]=[C:6]([N:8]2[C@H:13]([CH3:14])[CH2:12][O:11][C@H:10]([CH2:15][NH:16][S:17]([CH3:20])(=[O:19])=[O:18])[CH2:9]2)[CH:5]=[C:4]([C:21]2[CH:22]=[C:23]3[C:24]([C:27]([NH2:28])=[N:31][NH:32]3)=[CH:25][CH:26]=2)[N:3]=1. The catalyst class is: 12.